Dataset: Forward reaction prediction with 1.9M reactions from USPTO patents (1976-2016). Task: Predict the product of the given reaction. (1) Given the reactants [C:1]([O:5][C:6]([NH:8][CH2:9][CH2:10][C:11]1[CH:19]=[CH:18][C:14]([C:15]([OH:17])=O)=[CH:13][CH:12]=1)=[O:7])([CH3:4])([CH3:3])[CH3:2].C(N(CC)C(C)C)C.[CH2:28]([NH2:35])[C:29]1[CH:34]=[CH:33][CH:32]=[CH:31][CH:30]=1.CN(C(ON1N=NC2C=CC=NC1=2)=[N+](C)C)C.F[P-](F)(F)(F)(F)F, predict the reaction product. The product is: [C:1]([O:5][C:6](=[O:7])[NH:8][CH2:9][CH2:10][C:11]1[CH:12]=[CH:13][C:14]([C:15](=[O:17])[NH:35][CH2:28][C:29]2[CH:34]=[CH:33][CH:32]=[CH:31][CH:30]=2)=[CH:18][CH:19]=1)([CH3:2])([CH3:3])[CH3:4]. (2) Given the reactants [CH2:1]([O:3][C:4]([C:6]1[CH2:7][C:8]([NH2:18])=[N:9][C:10]2[CH:16]=[CH:15][C:14](Br)=[CH:13][C:11]=2[CH:12]=1)=[O:5])[CH3:2].[CH3:19][O:20][C:21]1[CH:26]=[CH:25][CH:24]=[CH:23][C:22]=1B(O)O.C(O)C.C(=O)([O-])[O-].[Cs+].[Cs+], predict the reaction product. The product is: [NH2:18][C:8]1[CH2:7][C:6]([C:4]([O:3][CH2:1][CH3:2])=[O:5])=[CH:12][C:11]2[CH:13]=[C:14]([C:22]3[CH:23]=[CH:24][CH:25]=[CH:26][C:21]=3[O:20][CH3:19])[CH:15]=[CH:16][C:10]=2[N:9]=1. (3) The product is: [CH3:1][O:2][C:3](=[O:33])[N:4]=[C:5]([S:31][CH3:32])[C:6](=[N:7][C:8]1[CH:13]=[CH:12][C:11]([C:14]2[N:18]=[C:17]([CH3:19])[O:16][N:15]=2)=[CH:10][CH:9]=1)[C:20]1[CH:25]=[C:24]([O:26][CH3:27])[C:23]([O:28][CH3:29])=[C:22]([O:35][CH3:34])[CH:21]=1. Given the reactants [CH3:1][O:2][C:3](=[O:33])[N:4]=[C:5]([S:31][CH3:32])[C:6]([C:20]1[CH:25]=[C:24]([O:26][CH3:27])[C:23]([O:28][CH3:29])=[CH:22][C:21]=1F)=[N:7][C:8]1[CH:13]=[CH:12][C:11]([C:14]2[N:18]=[C:17]([CH3:19])[O:16][N:15]=2)=[CH:10][CH:9]=1.[CH3:34][O:35]C1C=C(C=C(OC)C=1OC)C=O, predict the reaction product. (4) Given the reactants [Cl:1][C:2]1[CH:21]=[CH:20][C:5]([CH:6]([N:14]2[CH2:19][CH2:18][NH:17][CH2:16][CH2:15]2)[C:7]2[CH:12]=[CH:11][C:10]([Cl:13])=[CH:9][CH:8]=2)=[CH:4][CH:3]=1.C(N(CC)CC)C.[F:29][C:30]1[CH:38]=[CH:37][C:33]([C:34](Cl)=[O:35])=[CH:32][CH:31]=1, predict the reaction product. The product is: [Cl:1][C:2]1[CH:21]=[CH:20][C:5]([CH:6]([C:7]2[CH:8]=[CH:9][C:10]([Cl:13])=[CH:11][CH:12]=2)[N:14]2[CH2:15][CH2:16][N:17]([C:34]([C:33]3[CH:37]=[CH:38][C:30]([F:29])=[CH:31][CH:32]=3)=[O:35])[CH2:18][CH2:19]2)=[CH:4][CH:3]=1.